From a dataset of Peptide-MHC class I binding affinity with 185,985 pairs from IEDB/IMGT. Regression. Given a peptide amino acid sequence and an MHC pseudo amino acid sequence, predict their binding affinity value. This is MHC class I binding data. (1) The peptide sequence is FMGRLGPEY. The MHC is HLA-A31:01 with pseudo-sequence HLA-A31:01. The binding affinity (normalized) is 0.0847. (2) The peptide sequence is LVKTESWIL. The MHC is HLA-A80:01 with pseudo-sequence HLA-A80:01. The binding affinity (normalized) is 0.0847. (3) The peptide sequence is LLKWKKTDY. The MHC is HLA-B15:17 with pseudo-sequence HLA-B15:17. The binding affinity (normalized) is 0.338. (4) The peptide sequence is STGKSIKFK. The MHC is HLA-B51:01 with pseudo-sequence HLA-B51:01. The binding affinity (normalized) is 0.0847. (5) The peptide sequence is SVSTVLTSKY. The MHC is Mamu-A02 with pseudo-sequence Mamu-A02. The binding affinity (normalized) is 0.645. (6) The peptide sequence is LSSKGLACYR. The MHC is Patr-A0101 with pseudo-sequence Patr-A0101. The binding affinity (normalized) is 0.482. (7) The peptide sequence is RRYASQTEL. The MHC is HLA-B83:01 with pseudo-sequence YYSEYRNIYAQTDESNLYIRYDDYTWAVDAYLSY. The binding affinity (normalized) is 0.213. (8) The peptide sequence is STYQFSLMQ. The MHC is HLA-A02:01 with pseudo-sequence HLA-A02:01. The binding affinity (normalized) is 0.0847. (9) The peptide sequence is IMTSYQYL. The MHC is H-2-Kb with pseudo-sequence YVEYYREKAGNSFVDTLYIVSQYYTWAELAYTWY. The binding affinity (normalized) is 0.654.